From a dataset of Forward reaction prediction with 1.9M reactions from USPTO patents (1976-2016). Predict the product of the given reaction. (1) Given the reactants O[N:2]1C2C=CC=CC=2N=N1.Cl.CN(C)CCCN=C=NCC.O.N.[Cl:25][C:26]1[S:27][CH:28]=[C:29]([C:31]([OH:33])=O)[N:30]=1, predict the reaction product. The product is: [Cl:25][C:26]1[S:27][CH:28]=[C:29]([C:31]([NH2:2])=[O:33])[N:30]=1. (2) Given the reactants [Br:1][C:2]1[CH:7]=[C:6]([NH2:8])[C:5]([NH2:9])=[C:4]([CH3:10])[C:3]=1[CH3:11].[OH:12][C@@H:13]([CH3:17])[C:14](O)=O.ClC1C=C(N=C=O)C=CC=1Cl, predict the reaction product. The product is: [Br:1][C:2]1[C:3]([CH3:11])=[C:4]([CH3:10])[C:5]2[NH:9][C:14]([C@@H:13]([OH:12])[CH3:17])=[N:8][C:6]=2[CH:7]=1. (3) Given the reactants FC1C=CC([C:8]2[C:9]([NH2:37])=[N:10][CH:11]=[N:12][C:13]=2[N:14]2[CH2:19][CH2:18][CH:17]([C:20]3[N:21]([CH3:36])[CH:22]=[C:23]([C:25]4[CH:30]=[CH:29][C:28]([F:31])=[C:27]([C:32]([F:35])([F:34])[F:33])[CH:26]=4)[N:24]=3)[CH2:16][CH2:15]2)=CC=1.[F:38][C:39]1[CH:40]=[C:41](B(O)O)[CH:42]=[CH:43][CH:44]=1, predict the reaction product. The product is: [F:38][C:39]1[CH:44]=[C:43]([C:8]2[C:9]([NH2:37])=[N:10][CH:11]=[N:12][C:13]=2[N:14]2[CH2:15][CH2:16][CH:17]([C:20]3[N:21]([CH3:36])[CH:22]=[C:23]([C:25]4[CH:30]=[CH:29][C:28]([F:31])=[C:27]([C:32]([F:33])([F:35])[F:34])[CH:26]=4)[N:24]=3)[CH2:18][CH2:19]2)[CH:42]=[CH:41][CH:40]=1. (4) The product is: [O:13]1[CH2:14][CH2:15][CH2:16][CH2:17][CH:12]1[O:11][CH2:10][CH2:9][CH:8]([C:5]1[CH:6]=[CH:7][C:2]([C:12]([O:11][CH3:10])=[O:13])=[CH:3][CH:4]=1)[CH3:18]. Given the reactants Br[C:2]1[CH:7]=[CH:6][C:5]([CH:8]([CH3:18])[CH2:9][CH2:10][O:11][CH:12]2[CH2:17][CH2:16][CH2:15][CH2:14][O:13]2)=[CH:4][CH:3]=1.C1(P(C2C=CC=CC=2)CCCP(C2C=CC=CC=2)C2C=CC=CC=2)C=CC=CC=1.C(N(CC)CC)C, predict the reaction product. (5) Given the reactants [Br:1][C:2]1[CH:7]=[N:6][CH:5]=[C:4]2[N:8]([C:11]3[CH:16]=[CH:15][C:14]([F:17])=[CH:13][CH:12]=3)[N:9]=[CH:10][C:3]=12.CCN(CC)CC.[F:25]C(F)(F)C1C=C(C=CC=1)CN.[C]=O, predict the reaction product. The product is: [Br:1][C:2]1[CH:7]=[N:6][CH:5]=[C:4]2[N:8]([CH:11]3[CH2:16][CH2:15][C:14]([F:25])([F:17])[CH2:13][CH2:12]3)[N:9]=[CH:10][C:3]=12. (6) Given the reactants [CH2:1]([NH:6][C:7]1[CH:16]=[CH:15][C:14]2[C:13]([CH3:18])([CH3:17])[CH2:12][CH2:11][C:10]([CH3:20])([CH3:19])[C:9]=2[CH:8]=1)[CH2:2][CH2:3][CH2:4][CH3:5].[Cl:21][C:22](Cl)([O:24]C(=O)OC(Cl)(Cl)Cl)Cl, predict the reaction product. The product is: [CH2:1]([N:6]([C:7]1[CH:16]=[CH:15][C:14]2[C:13]([CH3:18])([CH3:17])[CH2:12][CH2:11][C:10]([CH3:19])([CH3:20])[C:9]=2[CH:8]=1)[C:22]([Cl:21])=[O:24])[CH2:2][CH2:3][CH2:4][CH3:5]. (7) The product is: [CH3:8][CH:9]([CH2:15][CH2:16][CH2:17][CH2:18][CH2:19][CH2:20][CH2:21][CH2:22][CH3:23])[CH2:10][CH2:11][CH2:12][C:13]#[CH:14]. Given the reactants [Li].CC(C)([O-])C.[K+].[CH3:8][CH:9]([CH2:15][CH2:16][CH2:17][CH2:18][CH2:19][CH2:20][CH2:21][CH2:22][CH3:23])[CH2:10][CH2:11][C:12]#[C:13][CH3:14], predict the reaction product.